Dataset: Reaction yield outcomes from USPTO patents with 853,638 reactions. Task: Predict the reaction yield, written as a fraction of the theoretical maximum amount of product (1.0 means a 100% yield; for example, 0.34 means a 34% yield). (1) The reactants are Br[C:2]1[CH:3]=[CH:4][C:5]2[O:11][CH2:10][CH2:9][N:8]3[C:12]([CH2:18][NH:19][CH:20]4[CH2:23][O:22][CH2:21]4)=[C:13]([C:15]([NH2:17])=[O:16])[N:14]=[C:7]3[C:6]=2[CH:24]=1.BrC1C=CC2OCCN3C(CN4CCCC4)=C(C(N)=O)N=C3C=2C=1.NC1COC1.[CH3:54][C:55]([OH:59])([C:57]#[CH:58])[CH3:56]. No catalyst specified. The product is [OH:59][C:55]([CH3:56])([CH3:54])[C:57]#[C:58][C:2]1[CH:3]=[CH:4][C:5]2[O:11][CH2:10][CH2:9][N:8]3[C:12]([CH2:18][NH:19][CH:20]4[CH2:21][O:22][CH2:23]4)=[C:13]([C:15]([NH2:17])=[O:16])[N:14]=[C:7]3[C:6]=2[CH:24]=1. The yield is 0.170. (2) The reactants are [CH3:1][S:2]([C:5]1[CH:6]=[CH:7][C:8]2[O:13][CH2:12][C:11](=[O:14])[NH:10][C:9]=2[CH:15]=1)(=[O:4])=[O:3].[H-].[Na+].FC1C=C2C(C=CC(=O)N2CCN2CCC(NCC3C=CC4OCC(=O)NC=4N=3)CC2)=CC=1.COC1C=C2C(C=CC(=O)N2[CH2:63][CH2:64][N:65]2[CH2:70][CH2:69][CH:68]([NH:71][C:72](=[O:78])[O:73][C:74]([CH3:77])([CH3:76])[CH3:75])[CH2:67][CH2:66]2)=CC=1. The catalyst is ClCCl.CO. The product is [CH3:1][S:2]([C:5]1[CH:6]=[CH:7][C:8]2[O:13][CH2:12][C:11](=[O:14])[N:10]([CH2:63][CH2:64][N:65]3[CH2:70][CH2:69][CH:68]([NH:71][C:72](=[O:78])[O:73][C:74]([CH3:77])([CH3:76])[CH3:75])[CH2:67][CH2:66]3)[C:9]=2[CH:15]=1)(=[O:3])=[O:4]. The yield is 0.660. (3) The reactants are [NH2:1][CH:2]([OH:29])[C:3]([N:6]1[CH2:11][CH2:10][N:9]([CH2:12][C:13]2[S:14][C:15]3[N:16]=[C:17](Cl)[N:18]=[C:19]([N:22]4[CH2:27][CH2:26][O:25][CH2:24][CH2:23]4)[C:20]=3[N:21]=2)[CH2:8][CH2:7]1)([CH3:5])[CH3:4].[CH3:30][C:31]1[O:32][C:33]2[CH:48]=[CH:47][CH:46]=[CH:45][C:34]=2[C:35]=1B1OC(C)(C)C(C)(C)O1.C([O-])([O-])=O.[Cs+].[Cs+]. The catalyst is O1CCOCC1.O.[Pd].C1(P(C2C=CC=CC=2)C2C=CC=CC=2)C=CC=CC=1.C1(P(C2C=CC=CC=2)C2C=CC=CC=2)C=CC=CC=1.C1(P(C2C=CC=CC=2)C2C=CC=CC=2)C=CC=CC=1.C1(P(C2C=CC=CC=2)C2C=CC=CC=2)C=CC=CC=1. The product is [CH3:4][C:3]([N:6]1[CH2:11][CH2:10][N:9]([CH2:12][C:13]2[S:14][C:15]3[N:16]=[C:17]([C:35]4[C:34]5[CH:45]=[CH:46][CH:47]=[CH:48][C:33]=5[O:32][C:31]=4[CH3:30])[N:18]=[C:19]([N:22]4[CH2:27][CH2:26][O:25][CH2:24][CH2:23]4)[C:20]=3[N:21]=2)[CH2:8][CH2:7]1)([CH3:5])[C:2]([NH2:1])=[O:29]. The yield is 0.610. (4) The reactants are [CH3:1][C:2]1[CH:7]=[C:6]([CH3:8])[N:5]=[C:4]([N:9]2[CH2:13][CH:12]3[CH2:14][N:15]([C:17]([C:19]4[C:20]([C:25]5[N:29](C6CCCCO6)[N:28]=[CH:27][CH:26]=5)=[N:21][CH:22]=[CH:23][CH:24]=4)=[O:18])[CH2:16][CH:11]3[CH2:10]2)[N:3]=1.Cl.[OH-].[Na+]. The catalyst is C1COCC1.O. The product is [NH:29]1[C:25]([C:20]2[C:19]([C:17]([N:15]3[CH2:16][CH:11]4[CH:12]([CH2:13][N:9]([C:4]5[N:3]=[C:2]([CH3:1])[CH:7]=[C:6]([CH3:8])[N:5]=5)[CH2:10]4)[CH2:14]3)=[O:18])=[CH:24][CH:23]=[CH:22][N:21]=2)=[CH:26][CH:27]=[N:28]1. The yield is 0.730. (5) The reactants are Br[C:2]1[N:6]2[N:7]=[CH:8][C:9]([C:11]([F:14])([F:13])[F:12])=[N:10][C:5]2=[N:4][CH:3]=1.CC1(C)COB([C:22]2[CH:23]=[CH:24][C:25]([F:37])=[C:26]([C:28]3[C:29]([C:35]#[N:36])=[CH:30][CH:31]=[C:32]([F:34])[CH:33]=3)[CH:27]=2)OC1. No catalyst specified. The product is [F:34][C:32]1[CH:33]=[C:28]([C:26]2[CH:27]=[C:22]([C:2]3[N:6]4[N:7]=[CH:8][C:9]([C:11]([F:14])([F:13])[F:12])=[N:10][C:5]4=[N:4][CH:3]=3)[CH:23]=[CH:24][C:25]=2[F:37])[C:29]([C:35]#[N:36])=[CH:30][CH:31]=1. The yield is 0.460.